Task: Predict the product of the given reaction.. Dataset: Forward reaction prediction with 1.9M reactions from USPTO patents (1976-2016) (1) The product is: [C:1]([O:5][C:6]([N:8]1[CH2:13][CH2:12][CH2:11][CH2:10][CH:9]1[CH2:14][NH:15][C:17]1[O:18][C:19]2[CH:25]=[CH:24][CH:23]=[CH:22][C:20]=2[N:21]=1)=[O:7])([CH3:4])([CH3:3])[CH3:2]. Given the reactants [C:1]([O:5][C:6]([N:8]1[CH2:13][CH2:12][CH2:11][CH2:10][CH:9]1[CH2:14][NH2:15])=[O:7])([CH3:4])([CH3:3])[CH3:2].Cl[C:17]1[O:18][C:19]2[CH:25]=[CH:24][CH:23]=[CH:22][C:20]=2[N:21]=1.C(N(CC)CC)C, predict the reaction product. (2) The product is: [C:25]([O:28][C:29]([NH:2][CH2:1][C:3]1[CH:4]=[N:5][C:6]([CH:14]([F:16])[F:15])=[C:7]([CH:13]=1)[C:8]([O:10][CH2:11][CH3:12])=[O:9])=[O:30])([CH3:27])([CH3:26])[CH3:24]. Given the reactants [C:1]([C:3]1[CH:4]=[N:5][C:6]([CH:14]([F:16])[F:15])=[C:7]([CH:13]=1)[C:8]([O:10][CH2:11][CH3:12])=[O:9])#[N:2].CCN(CC)CC.[CH3:24][C:25]([O:28][C:29](O[C:29]([O:28][C:25]([CH3:27])([CH3:26])[CH3:24])=[O:30])=[O:30])([CH3:27])[CH3:26], predict the reaction product. (3) Given the reactants [CH3:1][O:2][C:3](=[O:34])[CH2:4][CH2:5][CH2:6][CH2:7][CH2:8][O:9][C:10]1[C:11]([NH2:33])=[CH:12][C:13]2[N:17]=[C:16]([C:18]3[CH:23]=[CH:22][CH:21]=[CH:20][CH:19]=3)[N:15]([C:24]3[CH:29]=[CH:28][C:27]([CH3:30])=[C:26]([CH3:31])[CH:25]=3)[C:14]=2[CH:32]=1.[Cl:35][C:36]1[CH:41]=[CH:40][C:39]([S:42](Cl)(=[O:44])=[O:43])=[CH:38][CH:37]=1, predict the reaction product. The product is: [CH3:1][O:2][C:3](=[O:34])[CH2:4][CH2:5][CH2:6][CH2:7][CH2:8][O:9][C:10]1[C:11]([NH:33][S:42]([C:39]2[CH:40]=[CH:41][C:36]([Cl:35])=[CH:37][CH:38]=2)(=[O:44])=[O:43])=[CH:12][C:13]2[N:17]=[C:16]([C:18]3[CH:23]=[CH:22][CH:21]=[CH:20][CH:19]=3)[N:15]([C:24]3[CH:29]=[CH:28][C:27]([CH3:30])=[C:26]([CH3:31])[CH:25]=3)[C:14]=2[CH:32]=1. (4) The product is: [C:27]([O:31][C:32]([N:34]1[CH2:39][CH2:38][CH:37]([NH:40][C:24]([C:21]2[C:17]3[N:18]=[CH:19][N:20]=[C:15]([C:7]4[CH:8]=[C:9]([F:14])[C:10]([O:12][CH3:13])=[CH:11][C:6]=4[O:5][CH2:4][CH:1]4[CH2:3][CH2:2]4)[C:16]=3[NH:23][CH:22]=2)=[O:26])[CH2:36][CH2:35]1)=[O:33])([CH3:30])([CH3:28])[CH3:29]. Given the reactants [CH:1]1([CH2:4][O:5][C:6]2[CH:11]=[C:10]([O:12][CH3:13])[C:9]([F:14])=[CH:8][C:7]=2[C:15]2[C:16]3[NH:23][CH:22]=[C:21]([C:24]([OH:26])=O)[C:17]=3[N:18]=[CH:19][N:20]=2)[CH2:3][CH2:2]1.[C:27]([O:31][C:32]([N:34]1[CH2:39][CH2:38][CH:37]([NH2:40])[CH2:36][CH2:35]1)=[O:33])([CH3:30])([CH3:29])[CH3:28], predict the reaction product. (5) Given the reactants [CH:1]1([NH:4][C:5]([NH:7][C:8]2[CH:13]=[C:12]([O:14][C:15]3[CH:20]=[CH:19][C:18]([N+:21]([O-])=O)=[C:17]([Cl:24])[C:16]=3[Cl:25])[CH:11]=[CH:10][N:9]=2)=[O:6])[CH2:3][CH2:2]1.C([O-])(O)=O.[Na+], predict the reaction product. The product is: [NH2:21][C:18]1[CH:19]=[CH:20][C:15]([O:14][C:12]2[CH:11]=[CH:10][N:9]=[C:8]([NH:7][C:5]([NH:4][CH:1]3[CH2:2][CH2:3]3)=[O:6])[CH:13]=2)=[C:16]([Cl:25])[C:17]=1[Cl:24]. (6) Given the reactants [CH3:1][O:2][C:3]1[C:12]([O:13][CH3:14])=[N:11][C:10]2[C:9]([C:15](Cl)=[O:16])=[C:8]([CH3:18])[C:7]([N+:19]([O-:21])=[O:20])=[CH:6][C:5]=2[N:4]=1.[CH3:22][O:23][C:24]1[CH:31]=[CH:30][C:27]([CH2:28][NH2:29])=[CH:26][CH:25]=1, predict the reaction product. The product is: [CH3:22][O:23][C:24]1[CH:31]=[CH:30][C:27]([CH2:28][NH:29][C:15]([C:9]2[C:10]3[N:11]=[C:12]([O:13][CH3:14])[C:3]([O:2][CH3:1])=[N:4][C:5]=3[CH:6]=[C:7]([N+:19]([O-:21])=[O:20])[C:8]=2[CH3:18])=[O:16])=[CH:26][CH:25]=1.